Dataset: Forward reaction prediction with 1.9M reactions from USPTO patents (1976-2016). Task: Predict the product of the given reaction. (1) Given the reactants Br[C:2]1[CH:3]=[C:4]([C:8]2[CH:13]=[CH:12][CH:11]=[CH:10][N:9]=2)[CH:5]=[CH:6][CH:7]=1.C([Li])CCC.Cl[Si:20]([CH:27]([CH3:29])[CH3:28])([CH:24]([CH3:26])[CH3:25])[CH:21]([CH3:23])[CH3:22], predict the reaction product. The product is: [CH:21]([Si:20]([CH:27]([CH3:29])[CH3:28])([CH:24]([CH3:26])[CH3:25])[C:2]1[CH:3]=[C:4]([C:8]2[CH:13]=[CH:12][CH:11]=[CH:10][N:9]=2)[CH:5]=[CH:6][CH:7]=1)([CH3:23])[CH3:22]. (2) Given the reactants [Br-].[NH2:2][C:3]1[CH:8]=[CH:7][CH:6]=[CH:5][N+:4]=1[CH:9]([CH2:17][CH2:18][C:19]1[CH:24]=[CH:23][CH:22]=[CH:21][CH:20]=1)[C:10](=O)[C:11]([O:13][CH2:14][CH3:15])=[O:12], predict the reaction product. The product is: [C:19]1([CH2:18][CH2:17][C:9]2[N:4]3[CH:5]=[CH:6][CH:7]=[CH:8][C:3]3=[N:2][C:10]=2[C:11]([O:13][CH2:14][CH3:15])=[O:12])[CH:24]=[CH:23][CH:22]=[CH:21][CH:20]=1. (3) Given the reactants [CH2:1]([O:8][CH2:9][CH2:10][CH2:11][O:12][C:13]1[C:14](Br)=[C:15]([CH:18]=[CH:19][CH:20]=1)[CH:16]=[O:17])[C:2]1[CH:7]=[CH:6][CH:5]=[CH:4][CH:3]=1.CC([O-])=O.[K+].[B:27]1([B:27]2[O:31][C:30]([CH3:33])([CH3:32])[C:29]([CH3:35])([CH3:34])[O:28]2)[O:31][C:30]([CH3:33])([CH3:32])[C:29]([CH3:35])([CH3:34])[O:28]1.C(Cl)Cl, predict the reaction product. The product is: [CH2:1]([O:8][CH2:9][CH2:10][CH2:11][O:12][C:13]1[C:14]([B:27]2[O:31][C:30]([CH3:33])([CH3:32])[C:29]([CH3:35])([CH3:34])[O:28]2)=[C:15]([CH:18]=[CH:19][CH:20]=1)[CH:16]=[O:17])[C:2]1[CH:7]=[CH:6][CH:5]=[CH:4][CH:3]=1. (4) Given the reactants [CH:1]([N:4]1[C:8]([C:9]2[CH2:14][O:13][CH2:12][CH2:11][C:10]=2[CH2:15]O)=[CH:7][CH:6]=[N:5]1)([CH3:3])[CH3:2].[Br:17]P(Br)(C1C=CC=CC=1)(C1C=CC=CC=1)C1C=CC=CC=1, predict the reaction product. The product is: [Br:17][CH2:15][C:10]1[CH2:11][CH2:12][O:13][CH2:14][C:9]=1[C:8]1[N:4]([CH:1]([CH3:3])[CH3:2])[N:5]=[CH:6][CH:7]=1. (5) Given the reactants [Cl:1][C:2]1[CH:3]=[C:4]([C:12]2[N:16]=[C:15]([C:17]3[CH:24]=[CH:23][C:20]([CH:21]=O)=[CH:19][CH:18]=3)[O:14][N:13]=2)[CH:5]=[CH:6][C:7]=1[O:8][CH:9]([CH3:11])[CH3:10].[CH3:25][C:26]1([CH3:33])[O:30][CH:29]([CH2:31][NH2:32])[CH2:28][O:27]1.C(O)(=O)C.C([BH3-])#N.[Na+], predict the reaction product. The product is: [Cl:1][C:2]1[CH:3]=[C:4]([C:12]2[N:16]=[C:15]([C:17]3[CH:18]=[CH:19][C:20]([CH2:21][NH:32][CH2:31][CH:29]4[CH2:28][O:27][C:26]([CH3:33])([CH3:25])[O:30]4)=[CH:23][CH:24]=3)[O:14][N:13]=2)[CH:5]=[CH:6][C:7]=1[O:8][CH:9]([CH3:10])[CH3:11]. (6) Given the reactants [Cl:1][C:2]1[CH:10]=[C:9]2[C:5](/[C:6](=[CH:12]/[C:13]3[CH:18]=[CH:17][C:16]([F:19])=[C:15]([C:20]([N:22]4[CH2:27][CH2:26][CH:25]([O:28][CH3:29])[CH2:24][CH2:23]4)=[O:21])[CH:14]=3)/[O:7][C:8]2=O)=[CH:4][CH:3]=1.CN(C)C=O.O.[NH2:36][NH2:37], predict the reaction product. The product is: [Cl:1][C:2]1[CH:10]=[C:9]2[C:5]([C:6]([CH2:12][C:13]3[CH:18]=[CH:17][C:16]([F:19])=[C:15]([C:20]([N:22]4[CH2:27][CH2:26][CH:25]([O:28][CH3:29])[CH2:24][CH2:23]4)=[O:21])[CH:14]=3)=[N:36][NH:37][C:8]2=[O:7])=[CH:4][CH:3]=1.